Dataset: HIV replication inhibition screening data with 41,000+ compounds from the AIDS Antiviral Screen. Task: Binary Classification. Given a drug SMILES string, predict its activity (active/inactive) in a high-throughput screening assay against a specified biological target. (1) The compound is CC(C)OC(=O)c1ccc(NCc2cc(O)ccc2O)cc1Cl. The result is 0 (inactive). (2) The molecule is CC1=C(C#N)C2(C(=O)N(C)c3ccccc32)C(C#N)=C(C)N1c1ccccc1. The result is 0 (inactive). (3) The molecule is CC(C)(C)OC(=O)N1N=NC2C1C1CC(OCc3ccccc3)(OCc3ccccc3)C2O1. The result is 0 (inactive). (4) The result is 0 (inactive). The molecule is OCC(CO)(CO)COCC(CO)(CO)COCC(CO)(CO)CO. (5) The drug is O=C(CC(=O)C(=O)Nc1ccccc1)CC(c1ccccc1)c1c(O)c2ccccc2oc1=O. The result is 0 (inactive).